This data is from NCI-60 drug combinations with 297,098 pairs across 59 cell lines. The task is: Regression. Given two drug SMILES strings and cell line genomic features, predict the synergy score measuring deviation from expected non-interaction effect. (1) Drug 1: CC1=C(N=C(N=C1N)C(CC(=O)N)NCC(C(=O)N)N)C(=O)NC(C(C2=CN=CN2)OC3C(C(C(C(O3)CO)O)O)OC4C(C(C(C(O4)CO)O)OC(=O)N)O)C(=O)NC(C)C(C(C)C(=O)NC(C(C)O)C(=O)NCCC5=NC(=CS5)C6=NC(=CS6)C(=O)NCCC[S+](C)C)O. Drug 2: CCN(CC)CCCC(C)NC1=C2C=C(C=CC2=NC3=C1C=CC(=C3)Cl)OC. Cell line: NCI-H522. Synergy scores: CSS=19.4, Synergy_ZIP=-5.54, Synergy_Bliss=-3.36, Synergy_Loewe=-1.83, Synergy_HSA=0.295. (2) Drug 1: CCN(CC)CCNC(=O)C1=C(NC(=C1C)C=C2C3=C(C=CC(=C3)F)NC2=O)C. Drug 2: CC1=C(C(=O)C2=C(C1=O)N3CC4C(C3(C2COC(=O)N)OC)N4)N. Cell line: HCT116. Synergy scores: CSS=33.2, Synergy_ZIP=3.60, Synergy_Bliss=4.63, Synergy_Loewe=-8.34, Synergy_HSA=1.61. (3) Drug 1: C1CC(C1)(C(=O)O)C(=O)O.[NH2-].[NH2-].[Pt+2]. Drug 2: CCC1(CC2CC(C3=C(CCN(C2)C1)C4=CC=CC=C4N3)(C5=C(C=C6C(=C5)C78CCN9C7C(C=CC9)(C(C(C8N6C)(C(=O)OC)O)OC(=O)C)CC)OC)C(=O)OC)O.OS(=O)(=O)O. Cell line: OVCAR-8. Synergy scores: CSS=4.82, Synergy_ZIP=0.0945, Synergy_Bliss=2.47, Synergy_Loewe=-1.83, Synergy_HSA=-0.532.